This data is from Reaction yield outcomes from USPTO patents with 853,638 reactions. The task is: Predict the reaction yield, written as a fraction of the theoretical maximum amount of product (1.0 means a 100% yield; for example, 0.34 means a 34% yield). The reactants are [NH2:1][C@@H:2]([C:5]1[CH:10]=[CH:9][C:8]([C:11]([F:14])([F:13])[F:12])=[CH:7][CH:6]=1)[CH2:3][OH:4].C([O-])([O-])=O.[K+].[K+].[Br:21][C:22]1[CH:23]=[C:24]([CH:29]=[CH:30][C:31]=1[CH2:32]Br)[C:25]([O:27][CH3:28])=[O:26]. The catalyst is CC#N. The product is [Br:21][C:22]1[CH:23]=[C:24]([CH:29]=[CH:30][C:31]=1[CH2:32][NH:1][C@@H:2]([C:5]1[CH:6]=[CH:7][C:8]([C:11]([F:12])([F:13])[F:14])=[CH:9][CH:10]=1)[CH2:3][OH:4])[C:25]([O:27][CH3:28])=[O:26]. The yield is 0.740.